Task: Predict the product of the given reaction.. Dataset: Forward reaction prediction with 1.9M reactions from USPTO patents (1976-2016) (1) The product is: [Cl:34][C:27]1[CH:28]=[N+:29]([O-:33])[CH:30]=[C:31]([Cl:32])[C:26]=1[CH2:25][C@@H:24]([C:35]1[CH:40]=[CH:39][C:38]([O:41][CH:42]([F:43])[F:44])=[C:37]([O:45][CH2:46][CH:47]2[CH2:48][CH2:49]2)[CH:36]=1)[O:23][C:21](=[O:22])[CH2:20][CH2:19][C:16]1[CH:15]=[CH:14][C:13]([NH:8][S:9]([CH3:12])(=[O:11])=[O:10])=[CH:18][CH:17]=1. Given the reactants C(OC([N:8]([C:13]1[CH:18]=[CH:17][C:16]([CH2:19][CH2:20][C:21]([O:23][C@H:24]([C:35]2[CH:40]=[CH:39][C:38]([O:41][CH:42]([F:44])[F:43])=[C:37]([O:45][CH2:46][CH:47]3[CH2:49][CH2:48]3)[CH:36]=2)[CH2:25][C:26]2[C:31]([Cl:32])=[CH:30][N+:29]([O-:33])=[CH:28][C:27]=2[Cl:34])=[O:22])=[CH:15][CH:14]=1)[S:9]([CH3:12])(=[O:11])=[O:10])=O)(C)(C)C.Cl.O1CCOCC1, predict the reaction product. (2) Given the reactants Cl.Cl.Cl.Cl.[CH3:5][N:6]1[CH2:11][CH2:10][CH:9]([CH2:12][C@H:13]([C:15]([N:17]2[CH2:22][CH2:21][N:20]([CH:23]3[CH2:28][CH2:27][N:26]([CH3:29])[CH2:25][CH2:24]3)[CH2:19][CH2:18]2)=[O:16])[NH2:14])[CH2:8][CH2:7]1.[Cl:30][C:31]1[CH:32]=[C:33]2[C:37](=[CH:38][CH:39]=1)[NH:36][C:35]([C:40](O)=[O:41])=[CH:34]2, predict the reaction product. The product is: [Cl:30][C:31]1[CH:32]=[C:33]2[C:37](=[CH:38][CH:39]=1)[NH:36][C:35]([C:40]([NH:14][C@@H:13]([C:15]([N:17]1[CH2:18][CH2:19][N:20]([CH:23]3[CH2:24][CH2:25][N:26]([CH3:29])[CH2:27][CH2:28]3)[CH2:21][CH2:22]1)=[O:16])[CH2:12][CH:9]1[CH2:10][CH2:11][N:6]([CH3:5])[CH2:7][CH2:8]1)=[O:41])=[CH:34]2. (3) Given the reactants COC1C=CC(C[N:8](CC2C=CC(OC)=CC=2)[C:9]2[C:18]3[N:19]=[C:20]([N:27]([CH3:31])[CH2:28][CH2:29][CH3:30])[N:21]([CH2:22][C:23]([CH3:26])([OH:25])[CH3:24])[C:17]=3[C:16]3[CH:15]=[CH:14][CH:13]=[CH:12][C:11]=3[N:10]=2)=CC=1.C(OCC)C, predict the reaction product. The product is: [NH2:8][C:9]1[C:18]2[N:19]=[C:20]([N:27]([CH3:31])[CH2:28][CH2:29][CH3:30])[N:21]([CH2:22][C:23]([CH3:24])([OH:25])[CH3:26])[C:17]=2[C:16]2[CH:15]=[CH:14][CH:13]=[CH:12][C:11]=2[N:10]=1. (4) Given the reactants [Cl:1][C:2]1[CH:3]=[N+:4]([O-:27])[CH:5]=[C:6]([Cl:26])[C:7]=1[CH2:8][C@@H:9]([C:11]1[CH:16]=[CH:15][C:14]([O:17][CH:18]([F:20])[F:19])=[C:13]([O:21][CH2:22][CH:23]2[CH2:25][CH2:24]2)[CH:12]=1)[OH:10].C(Cl)CCl.[F:32][C:33]1[CH:41]=[C:40]2[C:36]([C:37](=[O:47])[C:38](=[O:46])[N:39]2[CH2:42][C:43](O)=[O:44])=[CH:35][CH:34]=1, predict the reaction product. The product is: [Cl:1][C:2]1[CH:3]=[N+:4]([O-:27])[CH:5]=[C:6]([Cl:26])[C:7]=1[CH2:8][C@@H:9]([C:11]1[CH:16]=[CH:15][C:14]([O:17][CH:18]([F:20])[F:19])=[C:13]([O:21][CH2:22][CH:23]2[CH2:25][CH2:24]2)[CH:12]=1)[O:10][C:43](=[O:44])[CH2:42][N:39]1[C:40]2[C:36](=[CH:35][CH:34]=[C:33]([F:32])[CH:41]=2)[C:37](=[O:47])[C:38]1=[O:46]. (5) Given the reactants C[O:2][C:3]([C:5]1[CH:13]=[C:12]2[C:8]([C:9]([CH:32]3[CH2:37][CH2:36][CH2:35][CH2:34][CH2:33]3)=[C:10]([C:23]3[CH:28]=[CH:27][C:26]([NH2:29])=[C:25]([CH:30]=O)[CH:24]=3)[N:11]2[CH2:14][C:15]([N:17]2[CH2:22][CH2:21][O:20][CH2:19][CH2:18]2)=[O:16])=[CH:7][CH:6]=1)=[O:4].[F:38][C:39]1[CH:44]=[CH:43][CH:42]=[CH:41][C:40]=1[C:45](=O)[CH3:46], predict the reaction product. The product is: [CH:32]1([C:9]2[C:8]3[C:12](=[CH:13][C:5]([C:3]([OH:4])=[O:2])=[CH:6][CH:7]=3)[N:11]([CH2:14][C:15]([N:17]3[CH2:18][CH2:19][O:20][CH2:21][CH2:22]3)=[O:16])[C:10]=2[C:23]2[CH:24]=[C:25]3[C:26](=[CH:27][CH:28]=2)[N:29]=[C:45]([C:40]2[CH:41]=[CH:42][CH:43]=[CH:44][C:39]=2[F:38])[CH:46]=[CH:30]3)[CH2:37][CH2:36][CH2:35][CH2:34][CH2:33]1. (6) Given the reactants [NH2:1][CH2:2][CH2:3][OH:4].[F:5][C:6]1[CH:7]=[C:8]([C:22]2[N:23]=[C:24]([N:36]3[CH2:41][CH2:40][O:39][CH2:38][C@@H:37]3[CH3:42])[C:25]3[CH2:30][N:29]([C:31]([O:33][CH2:34][CH3:35])=[O:32])[CH2:28][C:26]=3[N:27]=2)[CH:9]=[CH:10][C:11]=1[NH:12][C:13](OC1C=CC=CC=1)=[O:14], predict the reaction product. The product is: [CH2:34]([O:33][C:31]([N:29]1[CH2:30][C:25]2[C:24]([N:36]3[CH2:41][CH2:40][O:39][CH2:38][C@@H:37]3[CH3:42])=[N:23][C:22]([C:8]3[CH:9]=[CH:10][C:11]([NH:12][C:13]([NH:1][CH2:2][CH2:3][OH:4])=[O:14])=[C:6]([F:5])[CH:7]=3)=[N:27][C:26]=2[CH2:28]1)=[O:32])[CH3:35]. (7) Given the reactants Br[C:2]1[CH:3]=[C:4]2[C:9](=[CH:10][CH:11]=1)[O:8][C:7]([C:12]1[N:13]=[C:14]3[CH:19]=[C:18]([CH3:20])[CH:17]=[CH:16][N:15]3[CH:21]=1)=[CH:6][C:5]2=[O:22].[C:23]([N:30]1[CH2:35][CH2:34][NH:33][CH2:32][CH2:31]1)([O:25][C:26]([CH3:29])([CH3:28])[CH3:27])=[O:24].COC1C=CC=C(OC)C=1C1C=CC=CC=1P(C1CCCCC1)C1CCCCC1.C([O-])([O-])=O.[Cs+].[Cs+], predict the reaction product. The product is: [CH3:20][C:18]1[CH:17]=[CH:16][N:15]2[CH:21]=[C:12]([C:7]3[O:8][C:9]4[C:4]([C:5](=[O:22])[CH:6]=3)=[CH:3][C:2]([N:33]3[CH2:32][CH2:31][N:30]([C:23]([O:25][C:26]([CH3:29])([CH3:28])[CH3:27])=[O:24])[CH2:35][CH2:34]3)=[CH:11][CH:10]=4)[N:13]=[C:14]2[CH:19]=1. (8) Given the reactants [CH:1]1([C:4](=O)[CH2:5][C:6]([CH:8]2[CH2:10][CH2:9]2)=O)[CH2:3][CH2:2]1.[NH2:12][NH2:13], predict the reaction product. The product is: [CH:1]1([C:4]2[CH:5]=[C:6]([CH:8]3[CH2:10][CH2:9]3)[NH:13][N:12]=2)[CH2:3][CH2:2]1. (9) The product is: [F:1][C:2]1[CH:10]=[C:9]2[C:5]([CH:6]=[C:7]([C:11]([O:13][CH3:14])=[O:12])[N:8]2[CH2:23][C:19]2[CH:20]=[CH:21][CH:22]=[C:17]([C:16]([F:15])([F:25])[F:26])[CH:18]=2)=[CH:4][CH:3]=1. Given the reactants [F:1][C:2]1[CH:10]=[C:9]2[C:5]([CH:6]=[C:7]([C:11]([O:13][CH3:14])=[O:12])[NH:8]2)=[CH:4][CH:3]=1.[F:15][C:16]([F:26])([F:25])[C:17]1[CH:18]=[C:19]([CH2:23]O)[CH:20]=[CH:21][CH:22]=1.C(C=P(CCCC)(CCCC)CCCC)#N, predict the reaction product.